This data is from Full USPTO retrosynthesis dataset with 1.9M reactions from patents (1976-2016). The task is: Predict the reactants needed to synthesize the given product. Given the product [CH:10](=[C:8]1[C:9]2[N:1]=[CH:2][CH:3]=[CH:4][C:5]=2[CH2:6][CH2:7]1)[C:11]1[CH:16]=[CH:15][CH:14]=[CH:13][CH:12]=1, predict the reactants needed to synthesize it. The reactants are: [N:1]1[C:9]2[CH2:8][CH2:7][CH2:6][C:5]=2[CH:4]=[CH:3][CH:2]=1.[CH:10](=O)[C:11]1[CH:16]=[CH:15][CH:14]=[CH:13][CH:12]=1.C(OC(=O)C)(=O)C.